This data is from Full USPTO retrosynthesis dataset with 1.9M reactions from patents (1976-2016). The task is: Predict the reactants needed to synthesize the given product. Given the product [F:3][C:4]1[CH:5]=[CH:6][C:7](=[N:10][S:11]([C:14]2[CH:19]=[CH:18][C:17]([CH3:20])=[CH:16][CH:15]=2)(=[O:13])=[O:12])[N:8]([CH:22]([C:26]2[CH:31]=[CH:30][CH:29]=[CH:28][CH:27]=2)[C:23]([NH2:25])=[O:24])[CH:9]=1, predict the reactants needed to synthesize it. The reactants are: [H-].[Na+].[F:3][C:4]1[CH:5]=[CH:6][C:7]([NH:10][S:11]([C:14]2[CH:19]=[CH:18][C:17]([CH3:20])=[CH:16][CH:15]=2)(=[O:13])=[O:12])=[N:8][CH:9]=1.Br[CH:22]([C:26]1[CH:31]=[CH:30][CH:29]=[CH:28][CH:27]=1)[C:23]([NH2:25])=[O:24].O.